This data is from Reaction yield outcomes from USPTO patents with 853,638 reactions. The task is: Predict the reaction yield, written as a fraction of the theoretical maximum amount of product (1.0 means a 100% yield; for example, 0.34 means a 34% yield). (1) The reactants are [Br:1][C:2]1[CH:7]=[CH:6][C:5]([S:8](Cl)(=[O:10])=[O:9])=[CH:4][CH:3]=1.[CH2:12]([NH:14][CH3:15])[CH3:13]. The catalyst is ClCCl. The product is [Br:1][C:2]1[CH:7]=[CH:6][C:5]([S:8]([N:14]([CH2:12][CH3:13])[CH3:15])(=[O:10])=[O:9])=[CH:4][CH:3]=1. The yield is 0.280. (2) The product is [Cl:1][C:2]1[CH:3]=[C:4]([C@H:9]2[CH2:14][C@H:13]([C:15]3[O:22][NH:29][C:17](=[O:18])[CH:16]=3)[CH2:12][CH2:11][N:10]2[C:23]([O:25][CH3:26])=[O:24])[CH:5]=[C:6]([Cl:8])[CH:7]=1. The yield is 0.540. The reactants are [Cl:1][C:2]1[CH:3]=[C:4]([C@H:9]2[CH2:14][C@H:13]([C:15](=[O:22])[CH2:16][C:17](OCC)=[O:18])[CH2:12][CH2:11][N:10]2[C:23]([O:25][CH3:26])=[O:24])[CH:5]=[C:6]([Cl:8])[CH:7]=1.[OH-].[Na+].[NH2:29]O.Cl. The catalyst is CO.O. (3) The reactants are [O:1]=[C:2]1[C:10]2[C:5](=[CH:6][CH:7]=[CH:8][CH:9]=2)[C:4](=[O:11])[N:3]1[CH2:12][CH2:13][CH2:14][C:15]1[CH:16]=[C:17]([CH:20]=[CH:21][CH:22]=1)[CH:18]=O.[Br-].[Cl:24][C:25]1[CH:50]=[CH:49][C:28]([CH2:29][P+](C2C=CC=CC=2)(C2C=CC=CC=2)C2C=CC=CC=2)=[CH:27][CH:26]=1. No catalyst specified. The product is [Cl:24][C:25]1[CH:26]=[CH:27][C:28](/[CH:29]=[CH:18]/[C:17]2[CH:16]=[C:15]([CH2:14][CH2:13][CH2:12][N:3]3[C:4](=[O:11])[C:5]4[C:10](=[CH:9][CH:8]=[CH:7][CH:6]=4)[C:2]3=[O:1])[CH:22]=[CH:21][CH:20]=2)=[CH:49][CH:50]=1.[Cl:24][C:25]1[CH:26]=[CH:27][C:28](/[CH:29]=[CH:18]\[C:17]2[CH:16]=[C:15]([CH2:14][CH2:13][CH2:12][N:3]3[C:4](=[O:11])[C:5]4[C:10](=[CH:9][CH:8]=[CH:7][CH:6]=4)[C:2]3=[O:1])[CH:22]=[CH:21][CH:20]=2)=[CH:49][CH:50]=1. The yield is 0.100. (4) The reactants are [NH2:1][C:2]1[CH:11]=[CH:10][CH:9]=[C:8]2[C:3]=1[CH:4]=[CH:5][N:6]([CH2:13][C:14]1[CH:19]=[CH:18][CH:17]=[CH:16][CH:15]=1)[C:7]2=[O:12].CN1CCOCC1.[C:27]12([CH2:37][C:38](Cl)=[O:39])[CH2:36][CH:31]3[CH2:32][CH:33]([CH2:35][CH:29]([CH2:30]3)[CH2:28]1)[CH2:34]2. The catalyst is O1CCOCC1. The product is [C:27]12([CH2:37][C:38]([NH:1][C:2]3[CH:11]=[CH:10][CH:9]=[C:8]4[C:3]=3[CH:4]=[CH:5][N:6]([CH2:13][C:14]3[CH:19]=[CH:18][CH:17]=[CH:16][CH:15]=3)[C:7]4=[O:12])=[O:39])[CH2:34][CH:33]3[CH2:32][CH:31]([CH2:30][CH:29]([CH2:35]3)[CH2:28]1)[CH2:36]2. The yield is 0.530. (5) The reactants are [Cl:1][C:2]1[C:6]([C:7]([NH:9][CH2:10][CH3:11])=[O:8])=[CH:5][NH:4][C:3]=1[C:12]([O:14]C)=O.[OH-].[Li+].CN(C(ON1N=NC2C=CC=NC1=2)=[N+](C)C)C.F[P-](F)(F)(F)(F)F.CCN(C(C)C)C(C)C.[NH2:51][CH2:52][C:53]1[C:54]([F:70])=[C:55]([O:60][C:61]2[CH:62]=[C:63]([CH:66]=[C:67]([Cl:69])[CH:68]=2)[C:64]#[N:65])[C:56]([Cl:59])=[CH:57][CH:58]=1. The catalyst is C1COCC1.O.CN(C=O)C. The product is [Cl:1][C:2]1[C:6]([C:7]([NH:9][CH2:10][CH3:11])=[O:8])=[CH:5][NH:4][C:3]=1[C:12]([NH:51][CH2:52][C:53]1[CH:58]=[CH:57][C:56]([Cl:59])=[C:55]([O:60][C:61]2[CH:62]=[C:63]([C:64]#[N:65])[CH:66]=[C:67]([Cl:69])[CH:68]=2)[C:54]=1[F:70])=[O:14]. The yield is 0.0500. (6) The reactants are S([O-])(O)=O.[Na+].[OH-].[Na+].[F:8][C:9]([F:22])([F:21])[C:10]([OH:20])([C:16]([F:19])([F:18])[F:17])[CH2:11][S:12]([O-:15])(=[O:14])=[O:13].[Na+].[Cl-].[C:25]1([S+:31]([C:38]2[CH:43]=[CH:42][CH:41]=[CH:40][CH:39]=2)[C:32]2[CH:37]=[CH:36][CH:35]=[CH:34][CH:33]=2)[CH:30]=[CH:29][CH:28]=[CH:27][CH:26]=1. The catalyst is C(Cl)Cl.O. The product is [F:19][C:16]([F:17])([F:18])[C:10]([OH:20])([C:9]([F:22])([F:8])[F:21])[CH2:11][S:12]([O-:15])(=[O:14])=[O:13].[C:38]1([S+:31]([C:25]2[CH:26]=[CH:27][CH:28]=[CH:29][CH:30]=2)[C:32]2[CH:37]=[CH:36][CH:35]=[CH:34][CH:33]=2)[CH:39]=[CH:40][CH:41]=[CH:42][CH:43]=1. The yield is 0.780. (7) The reactants are Br[C:2]1[N:7]=[N:6][C:5]([NH2:8])=[N:4][C:3]=1[C:9]1[CH:14]=[CH:13][CH:12]=[CH:11][CH:10]=1.[F:15][C:16]1[CH:21]=[CH:20][C:19]([OH:22])=[CH:18][C:17]=1[C:23]([F:26])([F:25])[F:24]. No catalyst specified. The product is [F:15][C:16]1[CH:21]=[CH:20][C:19]([O:22][C:2]2[N:7]=[N:6][C:5]([NH2:8])=[N:4][C:3]=2[C:9]2[CH:14]=[CH:13][CH:12]=[CH:11][CH:10]=2)=[CH:18][C:17]=1[C:23]([F:24])([F:25])[F:26]. The yield is 0.360. (8) The yield is 1.00. The reactants are [CH3:1][S:2]([NH:5][CH2:6][CH2:7][NH:8]C(=O)OC(C)(C)C)(=[O:4])=[O:3].[ClH:16].O1CCOCC1.C(OCC)(=O)C. The catalyst is C(OCC)C. The product is [ClH:16].[ClH:16].[NH2:8][CH2:7][CH2:6][NH:5][S:2]([CH3:1])(=[O:4])=[O:3]. (9) The reactants are [OH-].[K+].[Br:3][C:4]1[CH:5]=[C:6]([C:21](OC)=[O:22])[CH:7]=[C:8]2[C:13]=1[O:12][C:11]([N:14]1[CH2:19][CH2:18][O:17][CH2:16][CH2:15]1)=[CH:10][C:9]2=[O:20].[NH:25]1[CH2:30][CH2:29][O:28][CH2:27][CH2:26]1.ClC1N=C(OC)N=C(OC)N=1.CN1CCOCC1. The catalyst is O.C(Cl)Cl. The product is [Br:3][C:4]1[CH:5]=[C:6]([C:21]([N:25]2[CH2:30][CH2:29][O:28][CH2:27][CH2:26]2)=[O:22])[CH:7]=[C:8]2[C:13]=1[O:12][C:11]([N:14]1[CH2:19][CH2:18][O:17][CH2:16][CH2:15]1)=[CH:10][C:9]2=[O:20]. The yield is 0.503. (10) The reactants are C(N(C(C)C)CC)(C)C.[Br:10][C:11]1[CH:12]=[C:13]([CH:17]=[CH:18][C:19]=1[F:20])[C:14]([OH:16])=O.Cl.[CH3:22][O:23][C:24](=[O:30])[C@H:25]([C@@H:27]([CH3:29])[OH:28])[NH2:26].CCN=C=NCCCN(C)C.C1C=CC2N(O)N=NC=2C=1. The catalyst is CN(C=O)C.CCOC(C)=O. The product is [CH3:22][O:23][C:24](=[O:30])[C@@H:25]([NH:26][C:14](=[O:16])[C:13]1[CH:17]=[CH:18][C:19]([F:20])=[C:11]([Br:10])[CH:12]=1)[C@H:27]([OH:28])[CH3:29]. The yield is 1.00.